Dataset: Merck oncology drug combination screen with 23,052 pairs across 39 cell lines. Task: Regression. Given two drug SMILES strings and cell line genomic features, predict the synergy score measuring deviation from expected non-interaction effect. (1) Drug 1: CCC1=CC2CN(C1)Cc1c([nH]c3ccccc13)C(C(=O)OC)(c1cc3c(cc1OC)N(C)C1C(O)(C(=O)OC)C(OC(C)=O)C4(CC)C=CCN5CCC31C54)C2. Drug 2: NC(=O)c1cccc2cn(-c3ccc(C4CCCNC4)cc3)nc12. Cell line: MDAMB436. Synergy scores: synergy=-3.56. (2) Drug 1: O=c1[nH]cc(F)c(=O)[nH]1. Drug 2: C=CCn1c(=O)c2cnc(Nc3ccc(N4CCN(C)CC4)cc3)nc2n1-c1cccc(C(C)(C)O)n1. Cell line: UWB1289BRCA1. Synergy scores: synergy=6.22. (3) Drug 1: CCC1(O)CC2CN(CCc3c([nH]c4ccccc34)C(C(=O)OC)(c3cc4c(cc3OC)N(C)C3C(O)(C(=O)OC)C(OC(C)=O)C5(CC)C=CCN6CCC43C65)C2)C1. Drug 2: CCc1cnn2c(NCc3ccc[n+]([O-])c3)cc(N3CCCCC3CCO)nc12. Cell line: A375. Synergy scores: synergy=-3.79. (4) Drug 1: N.N.O=C(O)C1(C(=O)O)CCC1.[Pt]. Drug 2: COC1CC2CCC(C)C(O)(O2)C(=O)C(=O)N2CCCCC2C(=O)OC(C(C)CC2CCC(OP(C)(C)=O)C(OC)C2)CC(=O)C(C)C=C(C)C(O)C(OC)C(=O)C(C)CC(C)C=CC=CC=C1C. Cell line: MDAMB436. Synergy scores: synergy=25.8. (5) Drug 1: CN1C(=O)C=CC2(C)C3CCC4(C)C(NC(=O)OCC(F)(F)F)CCC4C3CCC12. Drug 2: COc1cccc2c1C(=O)c1c(O)c3c(c(O)c1C2=O)CC(O)(C(=O)CO)CC3OC1CC(N)C(O)C(C)O1. Cell line: MDAMB436. Synergy scores: synergy=3.47. (6) Drug 2: Cn1cc(-c2cnn3c(N)c(Br)c(C4CCCNC4)nc23)cn1. Synergy scores: synergy=20.8. Cell line: OVCAR3. Drug 1: CS(=O)(=O)CCNCc1ccc(-c2ccc3ncnc(Nc4ccc(OCc5cccc(F)c5)c(Cl)c4)c3c2)o1.